This data is from Reaction yield outcomes from USPTO patents with 853,638 reactions. The task is: Predict the reaction yield, written as a fraction of the theoretical maximum amount of product (1.0 means a 100% yield; for example, 0.34 means a 34% yield). (1) The product is [Br:11][CH:12]([CH3:16])[C:13]([NH:1][C:2]([CH3:7])([CH3:6])[C:3]([OH:5])=[O:4])=[O:14]. The catalyst is C(Cl)(Cl)Cl. The reactants are [NH2:1][C:2]([CH3:7])([CH3:6])[C:3]([OH:5])=[O:4].[OH-].[Na+].O.[Br:11][CH:12]([CH3:16])[C:13](Br)=[O:14]. The yield is 0.700. (2) The reactants are [Br:1][C:2]1[CH:10]=[C:9]2[C:5]([C:6]([C:11]#[N:12])=[CH:7][NH:8]2)=[CH:4][C:3]=1[F:13].C(=O)([O-])[O-].[Cs+].[Cs+].[CH:20]1(Br)[CH2:23][CH2:22][CH2:21]1. The catalyst is CN(C=O)C. The product is [Br:1][C:2]1[CH:10]=[C:9]2[C:5]([C:6]([C:11]#[N:12])=[CH:7][N:8]2[CH:20]2[CH2:23][CH2:22][CH2:21]2)=[CH:4][C:3]=1[F:13]. The yield is 0.900. (3) The reactants are [F:1][C:2]([F:43])([F:42])[C:3]1[CH:4]=[C:5]([CH:39]=[CH:40][CH:41]=1)[CH2:6][NH:7][C:8](=[O:38])[C:9]1[CH:14]=[CH:13][N:12]=[C:11]([C:15]2[CH:20]=[C:19]([N:21]3[CH2:26][CH2:25][CH2:24][CH2:23][CH2:22]3)[CH:18]=[CH:17][C:16]=2[NH:27][C:28](=[O:37])[C:29]2[CH:34]=[CH:33][CH:32]=[C:31]([CH2:35]Br)[CH:30]=2)[CH:10]=1.C(=O)([O-])[O-].[K+].[K+].[I-].[K+].[NH:52]1[CH2:56][CH2:55][C@H:54]([NH:57][C:58](=[O:60])[CH3:59])[CH2:53]1. The catalyst is CN(C)C=O.O. The product is [C:58]([NH:57][C@H:54]1[CH2:55][CH2:56][N:52]([CH2:35][C:31]2[CH:30]=[C:29]([CH:34]=[CH:33][CH:32]=2)[C:28]([NH:27][C:16]2[CH:17]=[CH:18][C:19]([N:21]3[CH2:26][CH2:25][CH2:24][CH2:23][CH2:22]3)=[CH:20][C:15]=2[C:11]2[CH:10]=[C:9]([CH:14]=[CH:13][N:12]=2)[C:8]([NH:7][CH2:6][C:5]2[CH:39]=[CH:40][CH:41]=[C:3]([C:2]([F:43])([F:42])[F:1])[CH:4]=2)=[O:38])=[O:37])[CH2:53]1)(=[O:60])[CH3:59]. The yield is 0.240. (4) The product is [CH3:43][S:44]([OH:47])(=[O:46])=[O:45].[CH3:43][S:44]([OH:47])(=[O:46])=[O:45].[Cl:1][C:2]1[CH:3]=[C:4]([NH:16][C:17]2[C:26]3[C:21](=[CH:22][C:23]([O:38][CH2:39][CH3:40])=[C:24]([NH:27][C:28](=[O:37])/[CH:29]=[CH:30]/[C@H:31]4[CH2:35][CH2:34][CH2:33][N:32]4[CH3:36])[CH:25]=3)[N:20]=[CH:19][C:18]=2[C:41]#[N:42])[CH:5]=[CH:6][C:7]=1[O:8][CH2:9][C:10]1[CH:15]=[CH:14][CH:13]=[CH:12][N:11]=1. The yield is 0.677. The reactants are [Cl:1][C:2]1[CH:3]=[C:4]([NH:16][C:17]2[C:26]3[C:21](=[CH:22][C:23]([O:38][CH2:39][CH3:40])=[C:24]([NH:27][C:28](=[O:37])/[CH:29]=[CH:30]/[C@H:31]4[CH2:35][CH2:34][CH2:33][N:32]4[CH3:36])[CH:25]=3)[N:20]=[CH:19][C:18]=2[C:41]#[N:42])[CH:5]=[CH:6][C:7]=1[O:8][CH2:9][C:10]1[CH:15]=[CH:14][CH:13]=[CH:12][N:11]=1.[CH3:43][S:44]([OH:47])(=[O:46])=[O:45].C(OCC)C. The catalyst is C(O)C. (5) The reactants are C1(P(C2C=CC=CC=2)C2C=CC=CC=2)C=CC=CC=1.[C:20]1(=[O:30])[NH:24][C:23](=[O:25])[C:22]2=[CH:26][CH:27]=[CH:28][CH:29]=[C:21]12.[CH3:31][N:32]1[C:37]([CH3:38])=[CH:36][C:35](=[O:39])[C:34]([O:40][CH2:41][C:42]2[CH:47]=[CH:46][CH:45]=[CH:44][CH:43]=2)=[C:33]1[CH2:48]O.N(C(OC(C)C)=O)=NC(OC(C)C)=O. The catalyst is C1COCC1. The product is [CH3:31][N:32]1[C:37]([CH3:38])=[CH:36][C:35](=[O:39])[C:34]([O:40][CH2:41][C:42]2[CH:47]=[CH:46][CH:45]=[CH:44][CH:43]=2)=[C:33]1[CH2:48][N:24]1[C:20](=[O:30])[C:21]2=[CH:29][CH:28]=[CH:27][CH:26]=[C:22]2[C:23]1=[O:25]. The yield is 0.950. (6) The reactants are [F:1][C:2]1[CH:3]=[C:4]([C@H:8]([NH2:10])[CH3:9])[CH:5]=[CH:6][CH:7]=1.[Br:11][C:12]1[CH:13]=[C:14]([CH:17]=[CH:18][C:19]=1[O:20][CH3:21])[CH:15]=O.C([BH3-])#N.[Na+].C(O)(=O)C. The catalyst is CO. The product is [Br:11][C:12]1[CH:13]=[C:14]([CH:17]=[CH:18][C:19]=1[O:20][CH3:21])[CH2:15][NH:10][C@@H:8]([C:4]1[CH:5]=[CH:6][CH:7]=[C:2]([F:1])[CH:3]=1)[CH3:9]. The yield is 0.930. (7) The reactants are [Br:1][C:2]1[C:7]([O:8][CH3:9])=[CH:6][C:5]([C:10]2[O:11][CH:12]=[CH:13][CH:14]=2)=[CH:4][C:3]=1[O:15][CH3:16].CON(C)[C:20](=[O:36])[CH:21]([O:34][CH3:35])[C:22]1[CH:27]=[CH:26][C:25]([C:28]2[O:29][C:30]([CH3:33])=[N:31][N:32]=2)=[CH:24][CH:23]=1. No catalyst specified. The product is [Br:1][C:2]1[C:7]([O:8][CH3:9])=[CH:6][C:5]([C:10]2[O:11][C:12]([C:20](=[O:36])[CH:21]([O:34][CH3:35])[C:22]3[CH:23]=[CH:24][C:25]([C:28]4[O:29][C:30]([CH3:33])=[N:31][N:32]=4)=[CH:26][CH:27]=3)=[CH:13][CH:14]=2)=[CH:4][C:3]=1[O:15][CH3:16]. The yield is 0.400.